Task: Predict the product of the given reaction.. Dataset: Forward reaction prediction with 1.9M reactions from USPTO patents (1976-2016) Given the reactants [NH2:1][C:2]1[CH:3]=[CH:4][C:5]([F:20])=[C:6]([C@:8]2([CH3:19])[CH2:13][C@@H:12]([C:14]([F:17])([F:16])[F:15])[O:11][C:10]([NH2:18])=[N:9]2)[CH:7]=1.[F:21][CH:22]([F:32])[C:23]1[N:24]=[CH:25][C:26]([C:29](O)=[O:30])=[N:27][CH:28]=1, predict the reaction product. The product is: [NH2:18][C:10]1[O:11][C@H:12]([C:14]([F:16])([F:17])[F:15])[CH2:13][C@:8]([C:6]2[CH:7]=[C:2]([NH:1][C:29]([C:26]3[CH:25]=[N:24][C:23]([CH:22]([F:32])[F:21])=[CH:28][N:27]=3)=[O:30])[CH:3]=[CH:4][C:5]=2[F:20])([CH3:19])[N:9]=1.